From a dataset of Peptide-MHC class II binding affinity with 134,281 pairs from IEDB. Regression. Given a peptide amino acid sequence and an MHC pseudo amino acid sequence, predict their binding affinity value. This is MHC class II binding data. (1) The binding affinity (normalized) is 0.229. The MHC is DRB1_1101 with pseudo-sequence DRB1_1101. The peptide sequence is LCHLITKETPDRLTD. (2) The peptide sequence is SGFLGPLLVLQAGFF. The MHC is HLA-DPA10301-DPB10402 with pseudo-sequence HLA-DPA10301-DPB10402. The binding affinity (normalized) is 0.590. (3) The peptide sequence is DLEKYVEDTKIDLWS. The MHC is DRB1_0802 with pseudo-sequence DRB1_0802. The binding affinity (normalized) is 0.111. (4) The peptide sequence is GKLITDWCCRSCTLPPLR. The MHC is DRB5_0101 with pseudo-sequence DRB5_0101. The binding affinity (normalized) is 0.0437. (5) The peptide sequence is VNMESQSDENSISID. The MHC is DRB1_0101 with pseudo-sequence DRB1_0101. The binding affinity (normalized) is 0.253. (6) The peptide sequence is LVKYEGDTMAEVELR. The MHC is HLA-DPA10103-DPB10301 with pseudo-sequence HLA-DPA10103-DPB10301. The binding affinity (normalized) is 0.353. (7) The peptide sequence is GELQIVDKIWAAFKI. The MHC is DRB1_0802 with pseudo-sequence DRB1_0802. The binding affinity (normalized) is 0.573. (8) The peptide sequence is MAAHKFMVAMFLAVA. The MHC is DRB1_0301 with pseudo-sequence DRB1_0301. The binding affinity (normalized) is 0.0307. (9) The peptide sequence is DGKFPGGGQIVGGVY. The MHC is HLA-DQA10501-DQB10301 with pseudo-sequence HLA-DQA10501-DQB10301. The binding affinity (normalized) is 0.733. (10) The peptide sequence is HLAEENEGDNACKRT. The MHC is DRB1_1302 with pseudo-sequence DRB1_1302. The binding affinity (normalized) is 0.